Dataset: CYP2D6 inhibition data for predicting drug metabolism from PubChem BioAssay. Task: Regression/Classification. Given a drug SMILES string, predict its absorption, distribution, metabolism, or excretion properties. Task type varies by dataset: regression for continuous measurements (e.g., permeability, clearance, half-life) or binary classification for categorical outcomes (e.g., BBB penetration, CYP inhibition). Dataset: cyp2d6_veith. (1) The drug is C[C@@H](NC(=O)C1(N)CCCC1)C(=O)O. The result is 0 (non-inhibitor). (2) The drug is C[C@]1(c2ccccc2)O[C@@H]2C[C@@H]3[C@@H]4CCC5=CC(=O)C=C[C@@]5(C)[C@]4(F)[C@H](O)C[C@]3(C)[C@@]2(C(=O)CO)O1. The result is 0 (non-inhibitor). (3) The drug is CCNc1nc(NCC)nc(C(=O)Nc2ccccc2)n1. The result is 0 (non-inhibitor). (4) The compound is CCOc1cc(NC(=S)NCC2CCCO2)c(OCC)cc1NC(=O)c1ccccc1C. The result is 0 (non-inhibitor). (5) The drug is CCCCCCCCCCCCCC(=O)O[C@H]1[C@@H](C)[C@@]2(O)[C@@H](C=C(CO)C[C@]3(O)C(=O)C(C)=C[C@@H]23)[C@H]2C(C)(C)[C@@]12OC(C)=O. The result is 0 (non-inhibitor). (6) The compound is CCn1c(C)cc(/C=C2\NC(=O)N(Cc3ccc(Cl)cc3)C2=O)c1C. The result is 0 (non-inhibitor).